From a dataset of Full USPTO retrosynthesis dataset with 1.9M reactions from patents (1976-2016). Predict the reactants needed to synthesize the given product. (1) The reactants are: [NH2:1][CH:2]([C:11]1[C:16]([O:17][CH3:18])=[CH:15][CH:14]=[CH:13][C:12]=1[O:19][CH3:20])[CH2:3][CH2:4][CH2:5][CH2:6][C:7]([O:9]C)=O.[N:21]1([C:26]2[CH:27]=[C:28]([CH:31]=[CH:32][N:33]=2)[CH:29]=O)[CH:25]=[CH:24][CH:23]=[N:22]1. Given the product [N:21]1([C:26]2[CH:27]=[C:28]([CH2:29][N:1]3[CH:2]([C:11]4[C:16]([O:17][CH3:18])=[CH:15][CH:14]=[CH:13][C:12]=4[O:19][CH3:20])[CH2:3][CH2:4][CH2:5][CH2:6][C:7]3=[O:9])[CH:31]=[CH:32][N:33]=2)[CH:25]=[CH:24][CH:23]=[N:22]1, predict the reactants needed to synthesize it. (2) Given the product [CH3:1][N:2]1[C:6]2[CH:7]=[CH:8][CH:9]=[C:10]([NH:11][C:24]([NH:23][C:18]3[CH:19]=[N:20][CH:21]=[CH:22][C:17]=3[O:16][CH:13]([CH3:15])[CH3:14])=[S:25])[C:5]=2[N:4]=[C:3]1[CH3:12], predict the reactants needed to synthesize it. The reactants are: [CH3:1][N:2]1[C:6]2[CH:7]=[CH:8][CH:9]=[C:10]([NH2:11])[C:5]=2[N:4]=[C:3]1[CH3:12].[CH:13]([O:16][C:17]1[CH:22]=[CH:21][N:20]=[CH:19][C:18]=1[N:23]=[C:24]=[S:25])([CH3:15])[CH3:14]. (3) Given the product [N:36]1([S:33]([N:6]([CH2:5][C:4]([OH:46])=[O:3])[CH2:7][C:8]2[CH:13]=[CH:12][CH:11]=[C:10]([O:14][CH2:15][CH2:16][C:17]3[N:18]=[C:19]([C:23]4[CH:24]=[CH:25][C:26]([C:29]([F:30])([F:31])[F:32])=[CH:27][CH:28]=4)[O:20][C:21]=3[CH3:22])[CH:9]=2)(=[O:35])=[O:34])[C:45]2[C:40](=[CH:41][CH:42]=[CH:43][CH:44]=2)[CH2:39][CH2:38][CH2:37]1, predict the reactants needed to synthesize it. The reactants are: C([O:3][C:4](=[O:46])[CH2:5][N:6]([S:33]([N:36]1[C:45]2[C:40](=[CH:41][CH:42]=[CH:43][CH:44]=2)[CH2:39][CH2:38][CH2:37]1)(=[O:35])=[O:34])[CH2:7][C:8]1[CH:13]=[CH:12][CH:11]=[C:10]([O:14][CH2:15][CH2:16][C:17]2[N:18]=[C:19]([C:23]3[CH:28]=[CH:27][C:26]([C:29]([F:32])([F:31])[F:30])=[CH:25][CH:24]=3)[O:20][C:21]=2[CH3:22])[CH:9]=1)C.O.[OH-].[Li+]. (4) Given the product [CH3:24][O:23][C:21](=[O:22])[CH2:20][CH:13]([CH:14]=[O:15])[CH2:12][C:11]([CH3:17])([CH3:16])[CH3:10], predict the reactants needed to synthesize it. The reactants are: C(NCC(C)C)C(C)C.[CH3:10][C:11]([CH3:17])([CH3:16])[CH2:12][CH2:13][CH:14]=[O:15].O.Br[CH2:20][C:21]([O:23][CH3:24])=[O:22]. (5) Given the product [ClH:1].[Cl:1][C:2]1[C:3]([CH2:9][O:10][C:11]2[CH:16]=[CH:15][N:14]([C:19]3[CH:20]=[CH:21][C:22]4[C:23]5[CH2:33][CH2:32][NH:31][CH2:30][CH2:29][C:24]=5[N:25]([CH3:28])[C:26]=4[CH:27]=3)[C:13](=[O:17])[CH:12]=2)=[N:4][CH:5]=[C:6]([Cl:8])[CH:7]=1, predict the reactants needed to synthesize it. The reactants are: [Cl:1][C:2]1[C:3]([CH2:9][O:10][C:11]2[CH:16]=[CH:15][NH:14][C:13](=[O:17])[CH:12]=2)=[N:4][CH:5]=[C:6]([Cl:8])[CH:7]=1.Br[C:19]1[CH:20]=[CH:21][C:22]2[C:23]3[CH2:33][CH2:32][N:31](C(OC(C)(C)C)=O)[CH2:30][CH2:29][C:24]=3[N:25]([CH3:28])[C:26]=2[CH:27]=1.C([O-])([O-])=O.[Cs+].[Cs+].CN[C@@H]1CCCC[C@H]1NC.Cl.